From a dataset of Reaction yield outcomes from USPTO patents with 853,638 reactions. Predict the reaction yield, written as a fraction of the theoretical maximum amount of product (1.0 means a 100% yield; for example, 0.34 means a 34% yield). (1) The reactants are C(O[C:6](=O)[N:7]([CH2:9][C:10]1[CH:14]=[C:13]([C:15]2[CH:20]=[CH:19][CH:18]=[CH:17][CH:16]=2)[N:12]([S:21]([C:24]2[CH:25]=[N:26][C:27]([Cl:30])=[CH:28][CH:29]=2)(=[O:23])=[O:22])[CH:11]=1)C)(C)(C)C.[CH3:32][N:33](C)C=O.C(OCC)(=O)C.Cl. The catalyst is C(OCC)(=O)C.[C-]#N.[Zn+2].[C-]#N.C1C=CC([P]([Pd]([P](C2C=CC=CC=2)(C2C=CC=CC=2)C2C=CC=CC=2)([P](C2C=CC=CC=2)(C2C=CC=CC=2)C2C=CC=CC=2)[P](C2C=CC=CC=2)(C2C=CC=CC=2)C2C=CC=CC=2)(C2C=CC=CC=2)C2C=CC=CC=2)=CC=1. The product is [ClH:30].[CH3:6][NH:7][CH2:9][C:10]1[CH:14]=[C:13]([C:15]2[CH:16]=[CH:17][CH:18]=[CH:19][CH:20]=2)[N:12]([S:21]([C:24]2[CH:29]=[CH:28][C:27]([C:32]#[N:33])=[N:26][CH:25]=2)(=[O:22])=[O:23])[CH:11]=1. The yield is 0.680. (2) The reactants are [F:1][C:2]([F:20])([F:19])[C:3]([NH:5][CH2:6][C@@H:7]1[CH2:11][CH2:10][N:9](C(OC(C)(C)C)=O)[CH2:8]1)=[O:4].C(O)(C(F)(F)F)=O. The catalyst is C(Cl)Cl. The product is [F:20][C:2]([F:1])([F:19])[C:3]([NH:5][CH2:6][C@@H:7]1[CH2:11][CH2:10][NH:9][CH2:8]1)=[O:4]. The yield is 0.950. (3) The reactants are Cl.[N:2]1([C:7](=[NH:9])[NH2:8])[CH:6]=[CH:5][CH:4]=N1.CCN(C(C)C)C(C)C.[O:19]1CCC(N)[CH2:21][CH2:20]1.CCOCC. The yield is 0.780. The catalyst is CN(C=O)C. The product is [O:19]1[CH2:20][CH2:21][CH:6]([NH:2][C:7]([NH2:8])=[NH:9])[CH2:5][CH2:4]1.